The task is: Predict which catalyst facilitates the given reaction.. This data is from Catalyst prediction with 721,799 reactions and 888 catalyst types from USPTO. (1) Product: [CH3:1][C:2]1[CH:17]=[CH:16][C:15]([Si:18]([CH3:19])([CH3:21])[CH3:20])=[CH:14][C:3]=1[O:4][C:5]1[O:9][C:8]([C:10]([OH:12])=[O:11])=[CH:7][CH:6]=1. Reactant: [CH3:1][C:2]1[CH:17]=[CH:16][C:15]([Si:18]([CH3:21])([CH3:20])[CH3:19])=[CH:14][C:3]=1[O:4][C:5]1[O:9][C:8]([C:10]([O:12]C)=[O:11])=[CH:7][CH:6]=1.[OH-].[Na+]. The catalyst class is: 24. (2) Reactant: C(N(CC)CC)C.[OH:8][CH2:9][CH:10]1[NH:15][CH2:14][CH2:13][N:12]([C:16]([O:18][C:19]([CH3:22])([CH3:21])[CH3:20])=[O:17])[CH2:11]1.[CH2:23](Br)[C:24]1[CH:29]=[CH:28][CH:27]=[CH:26][CH:25]=1. Product: [CH2:23]([N:15]1[CH2:14][CH2:13][N:12]([C:16]([O:18][C:19]([CH3:22])([CH3:21])[CH3:20])=[O:17])[CH2:11][CH:10]1[CH2:9][OH:8])[C:24]1[CH:29]=[CH:28][CH:27]=[CH:26][CH:25]=1. The catalyst class is: 10. (3) Reactant: [Cl:1][C:2]1[CH:8]=[CH:7][C:5]([NH2:6])=[CH:4][CH:3]=1.[CH2:9]([C:11](=O)[C:12]([O-:14])=[O:13])[CH3:10].[Br:16][C:17]1[CH:24]=[CH:23][C:20](C=C)=[CH:19][CH:18]=1.F[C:26](F)(F)[C:27](O)=O. Product: [CH2:26]([O:14][C:12]([CH:11]1[CH2:9][CH:10]([C:20]2[CH:23]=[CH:24][C:17]([Br:16])=[CH:18][CH:19]=2)[C:7]2[C:5](=[CH:4][CH:3]=[C:2]([Cl:1])[CH:8]=2)[NH:6]1)=[O:13])[CH3:27]. The catalyst class is: 10.